From a dataset of Peptide-MHC class I binding affinity with 185,985 pairs from IEDB/IMGT. Regression. Given a peptide amino acid sequence and an MHC pseudo amino acid sequence, predict their binding affinity value. This is MHC class I binding data. (1) The peptide sequence is KYIGLFIYI. The MHC is H-2-Dd with pseudo-sequence H-2-Dd. The binding affinity (normalized) is 0. (2) The binding affinity (normalized) is 0.836. The MHC is HLA-A02:03 with pseudo-sequence HLA-A02:03. The peptide sequence is FLIFFDLFLV. (3) The peptide sequence is HLIFCHSKK. The MHC is Patr-A0101 with pseudo-sequence Patr-A0101. The binding affinity (normalized) is 0.607. (4) The peptide sequence is VPLVQQQQFL. The MHC is HLA-B35:01 with pseudo-sequence HLA-B35:01. The binding affinity (normalized) is 0.105. (5) The peptide sequence is RPRVAQLTF. The binding affinity (normalized) is 0.936. The MHC is HLA-B07:02 with pseudo-sequence HLA-B07:02.